From a dataset of Reaction yield outcomes from USPTO patents with 853,638 reactions. Predict the reaction yield, written as a fraction of the theoretical maximum amount of product (1.0 means a 100% yield; for example, 0.34 means a 34% yield). (1) The reactants are [CH3:1][C@H:2]1[C:10]2[C:9]([N:11]3[CH2:16][CH2:15][N:14]([C:17]([O:19][C:20]([CH3:23])([CH3:22])[CH3:21])=[O:18])[CH2:13][CH2:12]3)=[N:8][CH:7]=[N:6][C:5]=2[C:4](=[O:24])[CH2:3]1.C[Li].[CH2:27](OCC)C. The catalyst is C1COCC1. The product is [OH:24][C:4]1([CH3:27])[C:5]2[N:6]=[CH:7][N:8]=[C:9]([N:11]3[CH2:16][CH2:15][N:14]([C:17]([O:19][C:20]([CH3:23])([CH3:22])[CH3:21])=[O:18])[CH2:13][CH2:12]3)[C:10]=2[C@H:2]([CH3:1])[CH2:3]1. The yield is 0.690. (2) The reactants are [CH3:1][O:2][C:3](=[O:26])[CH:4]([C:9]1[CH:10]=[C:11]([C:16]2[CH:21]=[CH:20][C:19]([C:22]([F:25])([F:24])[F:23])=[CH:18][CH:17]=2)[CH:12]=[C:13]([OH:15])[CH:14]=1)[CH2:5][CH:6]([CH3:8])[CH3:7].[CH3:27][O:28][C:29]1[CH:34]=[CH:33][C:32](B(O)O)=[CH:31][C:30]=1[C:38]([F:41])([F:40])[F:39]. No catalyst specified. The product is [CH3:1][O:2][C:3](=[O:26])[CH:4]([C:9]1[CH:10]=[C:11]([C:16]2[CH:17]=[CH:18][C:19]([C:22]([F:23])([F:25])[F:24])=[CH:20][CH:21]=2)[CH:12]=[C:13]([O:15][C:32]2[CH:33]=[CH:34][C:29]([O:28][CH3:27])=[C:30]([C:38]([F:39])([F:41])[F:40])[CH:31]=2)[CH:14]=1)[CH2:5][CH:6]([CH3:8])[CH3:7]. The yield is 0.250. (3) The reactants are [CH:1](NC(C)C)(C)C.[CH2:8]([Li])[CH2:9][CH2:10][CH3:11].CCCCCC.[CH3:19][C:20]1[CH:25]=[CH:24][N:23]=[CH:22][N:21]=1.[O:26]1[CH2:30][CH2:29][CH2:28]C1. The catalyst is O. The product is [CH3:11][C:10]1[CH:28]=[C:29]([C:30]([OH:26])=[CH:19][C:20]2[CH:25]=[CH:24][N:23]=[CH:22][N:21]=2)[CH:1]=[CH:8][CH:9]=1. The yield is 0.490.